From a dataset of Reaction yield outcomes from USPTO patents with 853,638 reactions. Predict the reaction yield, written as a fraction of the theoretical maximum amount of product (1.0 means a 100% yield; for example, 0.34 means a 34% yield). (1) The reactants are [Cl:1][C:2]1[CH:3]=[C:4]2[C:10]3([CH2:14][CH2:13][N:12]([C:15]([O:17][CH3:18])=[O:16])[CH2:11]3)[CH2:9][N:8]([C:19](=[O:40])[NH:20][C:21]3[S:22][C:23]([S:26][CH2:27][CH2:28][N:29]4C(=O)C5C(=CC=CC=5)C4=O)=[CH:24][N:25]=3)[C:5]2=[CH:6][CH:7]=1.O.NN. The catalyst is C(O)C. The product is [NH2:29][CH2:28][CH2:27][S:26][C:23]1[S:22][C:21]([NH:20][C:19]([N:8]2[C:5]3[C:4](=[CH:3][C:2]([Cl:1])=[CH:7][CH:6]=3)[C:10]3([CH2:14][CH2:13][N:12]([C:15]([O:17][CH3:18])=[O:16])[CH2:11]3)[CH2:9]2)=[O:40])=[N:25][CH:24]=1. The yield is 0.460. (2) The reactants are [F:1][C:2]1[CH:7]=[CH:6][C:5]([N:8]2[C:17]3[C:12](=[N:13][CH:14]=[C:15]([CH2:18][C:19]4[CH:24]=[CH:23][C:22]([F:25])=[CH:21][CH:20]=4)[CH:16]=3)[C:11]([OH:26])=[C:10]([C:27](OCC)=[O:28])[C:9]2=[O:32])=[CH:4][CH:3]=1.[CH3:33][O:34][CH2:35][CH2:36][NH2:37]. The catalyst is C(O)C. The product is [F:1][C:2]1[CH:3]=[CH:4][C:5]([N:8]2[C:17]3[C:12](=[N:13][CH:14]=[C:15]([CH2:18][C:19]4[CH:24]=[CH:23][C:22]([F:25])=[CH:21][CH:20]=4)[CH:16]=3)[C:11]([OH:26])=[C:10]([C:27]([NH:37][CH2:36][CH2:35][O:34][CH3:33])=[O:28])[C:9]2=[O:32])=[CH:6][CH:7]=1. The yield is 0.860. (3) The reactants are [S:1]1[CH:5]=[C:4]([CH2:6][N:7]2[C:15]3[C:10](=[CH:11][C:12]([NH:16][C:17]4[C:26]5[C:21](=[CH:22][CH:23]=[CH:24][C:25]=5[O:27][C@H:28]([CH3:33])[C:29]([O:31]C)=O)[N:20]=[CH:19][N:18]=4)=[CH:13][CH:14]=3)[CH:9]=[N:8]2)[N:3]=[CH:2]1.[CH3:34][NH2:35]. No catalyst specified. The yield is 0.780. The product is [CH3:34][NH:35][C:29](=[O:31])[C@H:28]([O:27][C:25]1[CH:24]=[CH:23][CH:22]=[C:21]2[C:26]=1[C:17]([NH:16][C:12]1[CH:11]=[C:10]3[C:15](=[CH:14][CH:13]=1)[N:7]([CH2:6][C:4]1[N:3]=[CH:2][S:1][CH:5]=1)[N:8]=[CH:9]3)=[N:18][CH:19]=[N:20]2)[CH3:33]. (4) The reactants are COC1C=C(OC)C=CC=1C[NH:6][C:7]1[N:8]=[N:9][C:10]([N:13]2[CH:17]=[C:16]([C:18]3[C:26]4[C:21](=[CH:22][C:23]([F:27])=[CH:24][CH:25]=4)[NH:20][CH:19]=3)[CH:15]=[N:14]2)=[CH:11][CH:12]=1.C1(OC)C=CC=CC=1. The catalyst is C(O)(C(F)(F)F)=O. The product is [F:27][C:23]1[CH:22]=[C:21]2[C:26]([C:18]([C:16]3[CH:15]=[N:14][N:13]([C:10]4[N:9]=[N:8][C:7]([NH2:6])=[CH:12][CH:11]=4)[CH:17]=3)=[CH:19][NH:20]2)=[CH:25][CH:24]=1. The yield is 0.570.